This data is from Full USPTO retrosynthesis dataset with 1.9M reactions from patents (1976-2016). The task is: Predict the reactants needed to synthesize the given product. Given the product [F:1][C:2]1[CH:7]=[C:6]([F:8])[CH:5]=[C:4]([O:9][CH3:18])[C:3]=1[O:10][C:11]1[CH:16]=[CH:15][C:14]([CH3:17])=[CH:13][CH:12]=1, predict the reactants needed to synthesize it. The reactants are: [F:1][C:2]1[C:3]([O:10][C:11]2[CH:16]=[CH:15][C:14]([CH3:17])=[CH:13][CH:12]=2)=[C:4]([OH:9])[CH:5]=[C:6]([F:8])[CH:7]=1.[C:18]([O-])([O-])=O.[K+].[K+].CI.